Dataset: Peptide-MHC class II binding affinity with 134,281 pairs from IEDB. Task: Regression. Given a peptide amino acid sequence and an MHC pseudo amino acid sequence, predict their binding affinity value. This is MHC class II binding data. The peptide sequence is RRRVMIQSSGGKLRL. The MHC is H-2-IAb with pseudo-sequence H-2-IAb. The binding affinity (normalized) is 0.0832.